This data is from Reaction yield outcomes from USPTO patents with 853,638 reactions. The task is: Predict the reaction yield, written as a fraction of the theoretical maximum amount of product (1.0 means a 100% yield; for example, 0.34 means a 34% yield). (1) The reactants are [CH3:1][O-:2].[Na+].Br[C:5]1[CH:10]=[CH:9][N:8]=[C:7]([N:11]2[CH:15]=[C:14]([C:16]3[CH:17]=[N:18][N:19]4[C:24](=[O:25])[C:23]([CH2:26][CH3:27])=[C:22]([CH3:28])[NH:21][C:20]=34)[CH:13]=[N:12]2)[CH:6]=1. The catalyst is CN(C=O)C. The product is [CH2:26]([C:23]1[C:24](=[O:25])[N:19]2[N:18]=[CH:17][C:16]([C:14]3[CH:13]=[N:12][N:11]([C:7]4[CH:6]=[C:5]([O:2][CH3:1])[CH:10]=[CH:9][N:8]=4)[CH:15]=3)=[C:20]2[NH:21][C:22]=1[CH3:28])[CH3:27]. The yield is 0.140. (2) The reactants are [F:1][C:2]([F:30])([F:29])[O:3][C:4]1[CH:9]=[CH:8][C:7]([S:10]([NH:13][C:14]2[CH:15]=[N:16][C:17]3[CH2:18][CH2:19][CH2:20][CH:21]([NH:24][C:25](=O)[CH2:26][CH3:27])[C:22]=3[CH:23]=2)(=[O:12])=[O:11])=[CH:6][CH:5]=1.B.C1COCC1. The catalyst is C1COCC1. The product is [CH2:25]([NH:24][CH:21]1[CH2:20][CH2:19][CH2:18][C:17]2[N:16]=[CH:15][C:14]([NH:13][S:10]([C:7]3[CH:6]=[CH:5][C:4]([O:3][C:2]([F:30])([F:29])[F:1])=[CH:9][CH:8]=3)(=[O:12])=[O:11])=[CH:23][C:22]1=2)[CH2:26][CH3:27]. The yield is 0.570. (3) The reactants are [Cl:1][C:2]1[N:11]=[C:10](Cl)[C:9]2[C:4](=[CH:5][C:6]([O:13][CH3:14])=[CH:7][CH:8]=2)[N:3]=1.C1C[O:18]CC1. The catalyst is [OH-].[Na+].O. The product is [Cl:1][C:2]1[N:11]=[C:10]([OH:18])[C:9]2[C:4](=[CH:5][C:6]([O:13][CH3:14])=[CH:7][CH:8]=2)[N:3]=1. The yield is 0.630. (4) The yield is 0.860. The reactants are [N:1]1[CH:6]=[CH:5][CH:4]=[C:3]([C:7]2[CH:15]=[CH:14][C:10]([C:11]([OH:13])=[O:12])=[CH:9][CH:8]=2)[CH:2]=1.C1C=C(Cl)C=C(C(OO)=[O:24])C=1. The product is [O-:24][N+:1]1[CH:6]=[CH:5][CH:4]=[C:3]([C:7]2[CH:15]=[CH:14][C:10]([C:11]([OH:13])=[O:12])=[CH:9][CH:8]=2)[CH:2]=1. No catalyst specified.